This data is from Reaction yield outcomes from USPTO patents with 853,638 reactions. The task is: Predict the reaction yield, written as a fraction of the theoretical maximum amount of product (1.0 means a 100% yield; for example, 0.34 means a 34% yield). (1) The yield is 0.120. The product is [CH3:4][C:3]1[C:6]([CH3:12])=[CH:7][C:8]([CH3:11])=[C:9]([CH3:10])[C:2]=1[OH:1]. The reactants are [OH:1][C:2]1[C:9]([CH3:10])=[C:8]([CH3:11])[CH:7]=[C:6]([CH3:12])[C:3]=1[CH:4]=O. The catalyst is CO.[C].[Pd]. (2) The reactants are [Br:1][C:2]1[CH:3]=[C:4]([CH3:9])[C:5](N)=[N:6][CH:7]=1.[Br:10]Br.N([O-])=O.[Na+].[OH-].[K+]. The catalyst is Br.O. The product is [Br:10][C:5]1[C:4]([CH3:9])=[CH:3][C:2]([Br:1])=[CH:7][N:6]=1. The yield is 0.940. (3) The reactants are [NH:1]1[CH:5]=[CH:4][CH:3]=[N:2]1.Cl[C:7]1[CH:16]=[C:15]([Cl:17])[C:14]2[C:9](=[CH:10][C:11]([O:18][CH3:19])=[CH:12][CH:13]=2)[N:8]=1. No catalyst specified. The product is [Cl:17][C:15]1[C:14]2[C:9](=[CH:10][C:11]([O:18][CH3:19])=[CH:12][CH:13]=2)[N:8]=[C:7]([N:1]2[CH:5]=[CH:4][CH:3]=[N:2]2)[CH:16]=1. The yield is 0.560.